Dataset: Full USPTO retrosynthesis dataset with 1.9M reactions from patents (1976-2016). Task: Predict the reactants needed to synthesize the given product. The reactants are: [C:1]([C:3]1[CH:4]=[C:5]2[C:9](=[CH:10][CH:11]=1)[NH:8][CH:7]=[CH:6]2)#[N:2].[Cl:12][CH2:13][CH2:14][CH2:15][C:16](Cl)=[O:17]. Given the product [Cl:12][CH2:13][CH2:14][CH2:15][C:16]([C:6]1[C:5]2[C:9](=[CH:10][CH:11]=[C:3]([C:1]#[N:2])[CH:4]=2)[NH:8][CH:7]=1)=[O:17], predict the reactants needed to synthesize it.